The task is: Predict the reactants needed to synthesize the given product.. This data is from Full USPTO retrosynthesis dataset with 1.9M reactions from patents (1976-2016). Given the product [F:43][C:30]1([C:28]2[N:29]=[C:24]([CH2:23][O:22][C:20]3[C:6]4[CH:7]=[C:8]([C:10]5[N:11]=[C:12]6[N:16]([CH:17]=5)[N:15]=[C:14]([O:18][CH3:19])[S:13]6)[O:9][C:5]=4[CH:4]=[C:3]([O:2][CH3:1])[CH:21]=3)[CH:25]=[CH:26][CH:27]=2)[CH2:35][CH2:34][O:33][CH2:32][CH2:31]1, predict the reactants needed to synthesize it. The reactants are: [CH3:1][O:2][C:3]1[CH:21]=[C:20]([O:22][CH2:23][C:24]2[N:29]=[C:28]([C:30]3(O)[CH2:35][CH2:34][O:33][CH2:32][CH2:31]3)[CH:27]=[CH:26][CH:25]=2)[C:6]2[CH:7]=[C:8]([C:10]3[N:11]=[C:12]4[N:16]([CH:17]=3)[N:15]=[C:14]([O:18][CH3:19])[S:13]4)[O:9][C:5]=2[CH:4]=1.CCN(S(F)(F)[F:43])CC.CCOC(C)=O.CCCCCC.